From a dataset of Reaction yield outcomes from USPTO patents with 853,638 reactions. Predict the reaction yield, written as a fraction of the theoretical maximum amount of product (1.0 means a 100% yield; for example, 0.34 means a 34% yield). (1) The reactants are NS(N)(=O)=O.Cl[CH2:7][CH2:8][CH2:9][S:10]([N:13]1[CH2:18][CH2:17][CH:16]([C:19]2[C:27]3[C:22](=[C:23]([C:33]([NH2:35])=[O:34])[CH:24]=[C:25]([C:28]4[CH:32]=[CH:31][S:30][CH:29]=4)[CH:26]=3)[NH:21][CH:20]=2)[CH2:15][CH2:14]1)(=[O:12])=[O:11].[NH:36]1[CH2:40][CH2:39][CH2:38][CH2:37]1.C([O-])([O-])=O.[K+].[K+].[Na+].[I-]. No catalyst specified. The product is [N:36]1([CH2:7][CH2:8][CH2:9][S:10]([N:13]2[CH2:18][CH2:17][CH:16]([C:19]3[C:27]4[C:22](=[C:23]([C:33]([NH2:35])=[O:34])[CH:24]=[C:25]([C:28]5[CH:32]=[CH:31][S:30][CH:29]=5)[CH:26]=4)[NH:21][CH:20]=3)[CH2:15][CH2:14]2)(=[O:12])=[O:11])[CH2:40][CH2:39][CH2:38][CH2:37]1. The yield is 0.390. (2) The reactants are N(OCCC(C)C)=O.[Cl-:9].[Li+].N[C:12]1[C:13]([O:24][CH3:25])=[CH:14][C:15]([Cl:23])=[C:16]2[C:21]=1[C:20](=[O:22])[NH:19][CH2:18][CH2:17]2. The catalyst is C(#N)C.[Cu](Cl)Cl. The product is [Cl:23][C:15]1[CH:14]=[C:13]([O:24][CH3:25])[C:12]([Cl:9])=[C:21]2[C:16]=1[CH2:17][CH2:18][NH:19][C:20]2=[O:22]. The yield is 0.920. (3) The reactants are [CH3:1][O:2][C:3]1[CH:8]=[C:7]([CH2:9][O:10][CH3:11])[CH:6]=[CH:5][C:4]=1[N+:12]([O-])=O. The catalyst is C(O)C.[Pd]. The product is [CH3:1][O:2][C:3]1[CH:8]=[C:7]([CH2:9][O:10][CH3:11])[CH:6]=[CH:5][C:4]=1[NH2:12]. The yield is 0.910. (4) The reactants are CCN(C(C)C)C(C)C.[CH3:10][O:11][C:12]1[CH:20]=[CH:19][CH:18]=[CH:17][C:13]=1[C:14]([OH:16])=O.C1C=CC2N(O)N=NC=2C=1.CCN=C=NCCCN(C)C.Cl.[O:43]=[C:44]([N:61]1[CH2:66][CH2:65][NH:64][CH2:63][CH2:62]1)[CH2:45][NH:46][C:47]([C:49]1[CH:54]=[CH:53][C:52]([C:55]2[CH:60]=[CH:59][CH:58]=[CH:57][CH:56]=2)=[CH:51][CH:50]=1)=[O:48]. The catalyst is CN(C=O)C.O. The product is [CH3:10][O:11][C:12]1[CH:20]=[CH:19][CH:18]=[CH:17][C:13]=1[C:14]([N:64]1[CH2:63][CH2:62][N:61]([C:44](=[O:43])[CH2:45][NH:46][C:47]([C:49]2[CH:54]=[CH:53][C:52]([C:55]3[CH:60]=[CH:59][CH:58]=[CH:57][CH:56]=3)=[CH:51][CH:50]=2)=[O:48])[CH2:66][CH2:65]1)=[O:16]. The yield is 0.930. (5) The reactants are C[C@@H]1C[N:6]([C:8]2[C:12]3=[N:13][CH:14]=[CH:15][CH:16]=[C:11]3[NH:10][CH:9]=2)CCN1C(OC(C)(C)C)=O.[N+](C1C2=NC=CC=C2NC=1)([O-])=O. The catalyst is [Pd].CO. The product is [NH2:6][C:8]1[C:12]2=[N:13][CH:14]=[CH:15][CH:16]=[C:11]2[NH:10][CH:9]=1. The yield is 0.460.